Task: Predict the reactants needed to synthesize the given product.. Dataset: Full USPTO retrosynthesis dataset with 1.9M reactions from patents (1976-2016) (1) Given the product [CH3:10][S:11]([C:14]1[CH:15]=[CH:16][C:17]([C:20]2[CH:21]=[CH:22][C:23]3[O:27][CH:26]([CH:28]4[CH2:33][CH2:32][N:31]([C:1]#[N:3])[CH2:30][CH2:29]4)[CH2:25][C:24]=3[CH:34]=2)=[CH:18][CH:19]=1)(=[O:12])=[O:13], predict the reactants needed to synthesize it. The reactants are: [CH2:1]([N:3](C(C)C)C(C)C)C.[CH3:10][S:11]([C:14]1[CH:19]=[CH:18][C:17]([C:20]2[CH:21]=[CH:22][C:23]3[O:27][CH:26]([CH:28]4[CH2:33][CH2:32][NH:31][CH2:30][CH2:29]4)[CH2:25][C:24]=3[CH:34]=2)=[CH:16][CH:15]=1)(=[O:13])=[O:12].Cl.C(N(C(C)C)C(C)C)C. (2) Given the product [CH2:16]([N:15]1[C:14]2[CH:18]=[CH:19][CH:20]=[CH:21][C:13]=2[N:12]=[C:11]1[CH:8]([C:6]1[C:5]([CH3:22])=[CH:4][N:3]=[C:2]([NH:23][CH:24]([CH3:25])[CH2:26][CH2:27][CH3:28])[N:7]=1)[C:9]#[N:10])[CH3:17], predict the reactants needed to synthesize it. The reactants are: Cl[C:2]1[N:7]=[C:6]([CH:8]([CH:11]2[N:15]([CH2:16][CH3:17])[C:14]3[CH:18]=[CH:19][CH:20]=[CH:21][C:13]=3[NH:12]2)[C:9]#[N:10])[C:5]([CH3:22])=[CH:4][N:3]=1.[NH2:23][CH:24]([CH2:26][CH2:27][CH3:28])[CH3:25]. (3) Given the product [CH2:1]([C:4]1[CH:5]=[C:6]([N:19]2[CH2:24][CH2:23][O:22][CH2:21][CH2:20]2)[CH:7]=[CH:8][C:9]=1[O:10][CH2:11][C:12]1[CH:17]=[CH:16][CH:15]=[CH:14][CH:13]=1)[CH2:2][CH3:3], predict the reactants needed to synthesize it. The reactants are: [CH2:1]([C:4]1[CH:5]=[C:6](Br)[CH:7]=[CH:8][C:9]=1[O:10][CH2:11][C:12]1[CH:17]=[CH:16][CH:15]=[CH:14][CH:13]=1)[CH2:2][CH3:3].[NH:19]1[CH2:24][CH2:23][O:22][CH2:21][CH2:20]1.C(=O)([O-])[O-].[Cs+].[Cs+].